From a dataset of Full USPTO retrosynthesis dataset with 1.9M reactions from patents (1976-2016). Predict the reactants needed to synthesize the given product. (1) The reactants are: [CH:1]1[C:13]2[N:12]([C:14]3[CH:15]=[C:16](Cl)[CH:17]=[C:18]([N:20]4[C:32]5[CH:31]=[CH:30][CH:29]=[CH:28][C:27]=5[C:26]5[C:21]4=[CH:22][CH:23]=[CH:24][CH:25]=5)[CH:19]=3)[C:11]3[C:6](=[CH:7][CH:8]=[CH:9][CH:10]=3)[C:5]=2[CH:4]=[CH:3][CH:2]=1.[B:34]1([B:34]2[O:38][C:37]([CH3:40])([CH3:39])[C:36]([CH3:42])([CH3:41])[O:35]2)[O:38][C:37]([CH3:40])([CH3:39])[C:36]([CH3:42])([CH3:41])[O:35]1.CC([O-])=O.[K+].C1(P(C2CCCCC2)C2CCCCC2)CCCCC1. Given the product [CH3:41][C:36]1([CH3:42])[C:37]([CH3:40])([CH3:39])[O:38][B:34]([C:16]2[CH:17]=[C:18]([N:20]3[C:21]4[CH:22]=[CH:23][CH:24]=[CH:25][C:26]=4[C:27]4[C:32]3=[CH:31][CH:30]=[CH:29][CH:28]=4)[CH:19]=[C:14]([N:12]3[C:11]4[CH:10]=[CH:9][CH:8]=[CH:7][C:6]=4[C:5]4[C:13]3=[CH:1][CH:2]=[CH:3][CH:4]=4)[CH:15]=2)[O:35]1, predict the reactants needed to synthesize it. (2) Given the product [Br:1][C:2]1[CH:3]=[CH:4][C:5]([O:10][CH:18]([CH3:24])[C:19]([OH:21])=[O:20])=[C:6]([CH:7]=[O:8])[CH:9]=1, predict the reactants needed to synthesize it. The reactants are: [Br:1][C:2]1[CH:3]=[CH:4][C:5]([OH:10])=[C:6]([CH:9]=1)[CH:7]=[O:8].C(=O)([O-])[O-].[K+].[K+].Br[CH:18]([CH3:24])[C:19]([O:21]CC)=[O:20].